This data is from TCR-epitope binding with 47,182 pairs between 192 epitopes and 23,139 TCRs. The task is: Binary Classification. Given a T-cell receptor sequence (or CDR3 region) and an epitope sequence, predict whether binding occurs between them. (1) The epitope is LLLGIGILV. The TCR CDR3 sequence is CASSLTAGGTDTQYF. Result: 0 (the TCR does not bind to the epitope). (2) The epitope is YIFFASFYY. The TCR CDR3 sequence is CASSQGGVQPQHF. Result: 0 (the TCR does not bind to the epitope). (3) The epitope is SGPLKAEIAQRLED. The TCR CDR3 sequence is CASSPSRGTPYQETQYF. Result: 1 (the TCR binds to the epitope).